Dataset: Forward reaction prediction with 1.9M reactions from USPTO patents (1976-2016). Task: Predict the product of the given reaction. Given the reactants [Cl:1][C:2]1[CH:3]=[C:4]([NH:13][CH:14]2[CH2:19][CH2:18][CH2:17][CH2:16][CH2:15]2)[C:5]([CH3:12])=[C:6]([CH:11]=1)[C:7]([O:9][CH3:10])=[O:8].C(=O)([O-])[O-].[Cs+].[Cs+].[CH2:26](I)[CH3:27], predict the reaction product. The product is: [Cl:1][C:2]1[CH:3]=[C:4]([N:13]([CH:14]2[CH2:19][CH2:18][CH2:17][CH2:16][CH2:15]2)[CH2:26][CH3:27])[C:5]([CH3:12])=[C:6]([CH:11]=1)[C:7]([O:9][CH3:10])=[O:8].